Dataset: Forward reaction prediction with 1.9M reactions from USPTO patents (1976-2016). Task: Predict the product of the given reaction. (1) Given the reactants [C:1]([C:3]1[CH:8]=[CH:7][CH:6]=[CH:5][C:4]=1[C:9]1[CH:10]=[C:11]([CH2:23][N:24](C)[C:25](=O)OC(C)(C)C)[S:12][C:13]=1[S:14]([C:17]1[CH:18]=[N:19][CH:20]=[CH:21][CH:22]=1)(=[O:16])=[O:15])#[N:2].C(OCC)(=O)C.[ClH:39], predict the reaction product. The product is: [ClH:39].[CH3:25][NH:24][CH2:23][C:11]1[S:12][C:13]([S:14]([C:17]2[CH:18]=[N:19][CH:20]=[CH:21][CH:22]=2)(=[O:16])=[O:15])=[C:9]([C:4]2[CH:5]=[CH:6][CH:7]=[CH:8][C:3]=2[C:1]#[N:2])[CH:10]=1. (2) Given the reactants [NH2:1][C:2]1[S:3][CH:4]=[CH:5][C:6]=1[C:7]([NH2:9])=[O:8].[F:10][C:11]([F:26])([F:25])[C:12]1[C:20]2[CH2:19][CH2:18][CH2:17][CH2:16][C:15]=2[N:14]([CH2:21][C:22](O)=[O:23])[N:13]=1.C(N1C=CN=C1)(N1C=CN=C1)=O, predict the reaction product. The product is: [F:26][C:11]([F:10])([F:25])[C:12]1[C:20]2[CH2:19][CH2:18][CH2:17][CH2:16][C:15]=2[N:14]([CH2:21][C:22]([NH:1][C:2]2[S:3][CH:4]=[CH:5][C:6]=2[C:7]([NH2:9])=[O:8])=[O:23])[N:13]=1. (3) Given the reactants [Cl:1][C:2]1[CH:7]=[CH:6][C:5]([S:8]([N:11]2[C:17](=[O:18])[CH:16]([CH2:19][C:20]3[CH:25]=[CH:24][C:23]([O:26][CH2:27]OC)=[CH:22][CH:21]=3)[CH2:15][NH:14][C:13](=[O:30])[CH2:12]2)(=[O:10])=[O:9])=[CH:4][CH:3]=1.[OH:31][C:32]1[CH:57]=[CH:56][C:55]([CH3:58])=[CH:54][C:33]=1/[CH:34]=[C:35]1/[C:36](=[O:53])[N:37]([S:43]([C:46]2[CH:51]=[CH:50][C:49]([Cl:52])=[CH:48][CH:47]=2)(=[O:45])=[O:44])[CH2:38][C:39](=[O:42])[NH:40][CH2:41]/1, predict the reaction product. The product is: [CH3:23][O:26][CH2:27][O:31][C:32]1[CH:57]=[CH:56][C:55]([CH3:58])=[CH:54][C:33]=1/[CH:34]=[C:35]1/[C:36](=[O:53])[N:37]([S:43]([C:46]2[CH:47]=[CH:48][C:49]([Cl:52])=[CH:50][CH:51]=2)(=[O:44])=[O:45])[CH2:38][C:39](=[O:42])[NH:40][CH2:41]/1.[Cl:1][C:2]1[CH:7]=[CH:6][C:5]([S:8]([N:11]2[C:17](=[O:18])[CH:16]([CH2:19][C:20]3[CH:25]=[CH:24][C:23]([OH:26])=[CH:22][CH:21]=3)[CH2:15][NH:14][C:13](=[O:30])[CH2:12]2)(=[O:9])=[O:10])=[CH:4][CH:3]=1. (4) Given the reactants [C:1](=O)([O-])[O-].[K+].[K+].S(OC)(OC)(=O)=O.[CH2:14]([C:16]1[CH:21]=[C:20]([CH3:22])[CH:19]=[C:18]([CH2:23][CH3:24])[C:17]=1[C:25](=[O:37])[C:26]([NH:28][N:29]=[CH:30][C:31]1[CH:36]=[CH:35][CH:34]=[CH:33][CH:32]=1)=[O:27])[CH3:15].S(=O)(=O)(O)O, predict the reaction product. The product is: [CH2:14]([C:16]1[CH:21]=[C:20]([CH3:22])[CH:19]=[C:18]([CH2:23][CH3:24])[C:17]=1[C:25](=[O:37])[C:26]([N:28]([CH3:1])[N:29]=[CH:30][C:31]1[CH:32]=[CH:33][CH:34]=[CH:35][CH:36]=1)=[O:27])[CH3:15]. (5) The product is: [F:1][C:2]1[CH:14]=[CH:13][C:5]2[CH2:6][NH:7][CH2:8][CH2:9][NH:10][C:4]=2[CH:3]=1. Given the reactants [F:1][C:2]1[CH:14]=[CH:13][C:5]2[C:6](=O)[NH:7][CH2:8][C:9](=O)[NH:10][C:4]=2[CH:3]=1.[H-].[Al+3].[Li+].[H-].[H-].[H-], predict the reaction product.